Dataset: NCI-60 drug combinations with 297,098 pairs across 59 cell lines. Task: Regression. Given two drug SMILES strings and cell line genomic features, predict the synergy score measuring deviation from expected non-interaction effect. (1) Drug 1: CN1C(=O)N2C=NC(=C2N=N1)C(=O)N. Drug 2: C1=CC=C(C=C1)NC(=O)CCCCCCC(=O)NO. Cell line: U251. Synergy scores: CSS=2.64, Synergy_ZIP=-4.03, Synergy_Bliss=-1.91, Synergy_Loewe=-15.6, Synergy_HSA=-4.10. (2) Drug 1: C1=CN(C(=O)N=C1N)C2C(C(C(O2)CO)O)O.Cl. Drug 2: COC1=NC(=NC2=C1N=CN2C3C(C(C(O3)CO)O)O)N. Cell line: A498. Synergy scores: CSS=3.70, Synergy_ZIP=-1.92, Synergy_Bliss=3.49, Synergy_Loewe=-6.47, Synergy_HSA=-0.549. (3) Drug 1: CCCS(=O)(=O)NC1=C(C(=C(C=C1)F)C(=O)C2=CNC3=C2C=C(C=N3)C4=CC=C(C=C4)Cl)F. Drug 2: C1CC(C1)(C(=O)O)C(=O)O.[NH2-].[NH2-].[Pt+2]. Cell line: M14. Synergy scores: CSS=53.8, Synergy_ZIP=-2.11, Synergy_Bliss=0.746, Synergy_Loewe=-2.18, Synergy_HSA=3.92. (4) Drug 1: C1CCC(CC1)NC(=O)N(CCCl)N=O. Drug 2: COCCOC1=C(C=C2C(=C1)C(=NC=N2)NC3=CC=CC(=C3)C#C)OCCOC.Cl. Cell line: NCI-H460. Synergy scores: CSS=20.2, Synergy_ZIP=0.160, Synergy_Bliss=8.09, Synergy_Loewe=7.33, Synergy_HSA=7.33. (5) Drug 1: CC1=C(C(CCC1)(C)C)C=CC(=CC=CC(=CC(=O)O)C)C. Synergy scores: CSS=30.9, Synergy_ZIP=1.89, Synergy_Bliss=0.921, Synergy_Loewe=-15.7, Synergy_HSA=-3.66. Cell line: U251. Drug 2: C1CN1C2=NC(=NC(=N2)N3CC3)N4CC4.